Task: Predict the reactants needed to synthesize the given product.. Dataset: Full USPTO retrosynthesis dataset with 1.9M reactions from patents (1976-2016) Given the product [CH2:1]([O:8][C:9]([NH:11][C@H:12]1[CH2:17][CH2:16][C@@H:15]([NH:18][C:19](=[O:25])[O:20][C:21]([CH3:24])([CH3:23])[CH3:22])[CH2:14][C@H:13]1[C:26](=[S:38])[NH2:27])=[O:10])[C:2]1[CH:7]=[CH:6][CH:5]=[CH:4][CH:3]=1, predict the reactants needed to synthesize it. The reactants are: [CH2:1]([O:8][C:9]([NH:11][C@H:12]1[CH2:17][CH2:16][C@@H:15]([NH:18][C:19](=[O:25])[O:20][C:21]([CH3:24])([CH3:23])[CH3:22])[CH2:14][C@H:13]1[C:26](=O)[NH2:27])=[O:10])[C:2]1[CH:7]=[CH:6][CH:5]=[CH:4][CH:3]=1.COC1C=CC(P2(SP(C3C=CC(OC)=CC=3)(=S)S2)=[S:38])=CC=1.